Dataset: Reaction yield outcomes from USPTO patents with 853,638 reactions. Task: Predict the reaction yield, written as a fraction of the theoretical maximum amount of product (1.0 means a 100% yield; for example, 0.34 means a 34% yield). (1) The catalyst is O.CCOC(C)=O.CC#N. The product is [CH2:24]([O:27][CH:28]1[CH2:33][CH2:32][N:31]([CH2:2][CH2:3][CH2:4][N:5]2[C:14]3[C:9](=[CH:10][CH:11]=[CH:12][CH:13]=3)[CH:8]=[CH:7][C:6]2=[O:15])[CH2:30][CH2:29]1)[CH:25]=[CH2:26]. The yield is 0.700. The reactants are Cl[CH2:2][CH2:3][CH2:4][N:5]1[C:14]2[C:9](=[CH:10][CH:11]=[CH:12][CH:13]=2)[CH:8]=[CH:7][C:6]1=[O:15].[Na+].[I-].C([O-])([O-])=O.[K+].[K+].[CH2:24]([O:27][CH:28]1[CH2:33][CH2:32][NH:31][CH2:30][CH2:29]1)[CH:25]=[CH2:26]. (2) The reactants are [C:1]([C:3]1[CH:4]=[C:5]([CH2:9][CH2:10][NH:11]C(=O)OC(C)(C)C)[CH:6]=[CH:7][CH:8]=1)#[N:2].C(O)(C(F)(F)F)=O. The catalyst is C(Cl)Cl. The product is [NH2:11][CH2:10][CH2:9][C:5]1[CH:4]=[C:3]([CH:8]=[CH:7][CH:6]=1)[C:1]#[N:2]. The yield is 0.717.